This data is from NCI-60 drug combinations with 297,098 pairs across 59 cell lines. The task is: Regression. Given two drug SMILES strings and cell line genomic features, predict the synergy score measuring deviation from expected non-interaction effect. (1) Drug 1: C1CC(=O)NC(=O)C1N2CC3=C(C2=O)C=CC=C3N. Drug 2: CC1=C(C(CCC1)(C)C)C=CC(=CC=CC(=CC(=O)O)C)C. Cell line: NCIH23. Synergy scores: CSS=-0.694, Synergy_ZIP=0.464, Synergy_Bliss=-1.42, Synergy_Loewe=-2.84, Synergy_HSA=-3.67. (2) Drug 1: C1=CC(=C2C(=C1NCCNCCO)C(=O)C3=C(C=CC(=C3C2=O)O)O)NCCNCCO. Drug 2: CC1=C(C=C(C=C1)C(=O)NC2=CC(=CC(=C2)C(F)(F)F)N3C=C(N=C3)C)NC4=NC=CC(=N4)C5=CN=CC=C5. Cell line: DU-145. Synergy scores: CSS=63.0, Synergy_ZIP=10.1, Synergy_Bliss=10.4, Synergy_Loewe=-21.4, Synergy_HSA=6.17. (3) Synergy scores: CSS=29.2, Synergy_ZIP=-4.13, Synergy_Bliss=-5.02, Synergy_Loewe=-4.43, Synergy_HSA=-4.17. Cell line: NCIH23. Drug 2: CN1C(=O)N2C=NC(=C2N=N1)C(=O)N. Drug 1: CC1CC2C3CCC4=CC(=O)C=CC4(C3(C(CC2(C1(C(=O)CO)O)C)O)F)C. (4) Drug 1: CN1CCC(CC1)COC2=C(C=C3C(=C2)N=CN=C3NC4=C(C=C(C=C4)Br)F)OC. Drug 2: N.N.Cl[Pt+2]Cl. Cell line: COLO 205. Synergy scores: CSS=-7.77, Synergy_ZIP=6.63, Synergy_Bliss=2.86, Synergy_Loewe=-9.28, Synergy_HSA=-7.25. (5) Drug 1: CCC(=C(C1=CC=CC=C1)C2=CC=C(C=C2)OCCN(C)C)C3=CC=CC=C3.C(C(=O)O)C(CC(=O)O)(C(=O)O)O. Drug 2: N.N.Cl[Pt+2]Cl. Cell line: SK-MEL-28. Synergy scores: CSS=27.2, Synergy_ZIP=-3.57, Synergy_Bliss=-0.201, Synergy_Loewe=-6.89, Synergy_HSA=-0.279.